This data is from Reaction yield outcomes from USPTO patents with 853,638 reactions. The task is: Predict the reaction yield, written as a fraction of the theoretical maximum amount of product (1.0 means a 100% yield; for example, 0.34 means a 34% yield). (1) The reactants are Br[C:2]1[N:7]=[CH:6][C:5]([C:8]2[C:12]3[CH2:13][C:14]4[S:15][CH:16]=[CH:17][C:18]=4[C:11]=3[N:10]([CH2:19][O:20][CH2:21][CH2:22][Si:23]([CH3:26])([CH3:25])[CH3:24])[N:9]=2)=[CH:4][CH:3]=1.[C:27]([NH2:30])(=[O:29])[CH3:28].C([O-])([O-])=O.[Cs+].[Cs+].CC1(C)C2C(=C(P(C3C=CC=CC=3)C3C=CC=CC=3)C=CC=2)OC2C(P(C3C=CC=CC=3)C3C=CC=CC=3)=CC=CC1=2. The catalyst is O1CCOCC1.CC([O-])=O.CC([O-])=O.[Pd+2]. The product is [CH3:24][Si:23]([CH3:26])([CH3:25])[CH2:22][CH2:21][O:20][CH2:19][N:10]1[C:11]2[C:18]3[CH:17]=[CH:16][S:15][C:14]=3[CH2:13][C:12]=2[C:8]([C:5]2[CH:4]=[CH:3][C:2]([NH:30][C:27](=[O:29])[CH3:28])=[N:7][CH:6]=2)=[N:9]1. The yield is 0.710. (2) The reactants are [C:1]([C:3]1([NH:6][C:7]([C@H:9]2[CH2:13][C@H:12]([S:14]([C:17]3[CH:22]=[CH:21][C:20](Br)=[CH:19][C:18]=3[C:24]([F:27])([F:26])[F:25])(=[O:16])=[O:15])[CH2:11][C@@H:10]2[O:28][CH3:29])=[O:8])[CH2:5][CH2:4]1)#[N:2].[F:30][C:31]1[CH:36]=[C:35]([F:37])[CH:34]=[CH:33][C:32]=1B(O)O.C([O-])([O-])=O.[Na+].[Na+].C(Cl)Cl.C([O-])(O)=O.[Na+]. The catalyst is CN(C=O)C.O. The product is [C:1]([C:3]1([NH:6][C:7]([C@H:9]2[CH2:13][C@H:12]([S:14]([C:17]3[CH:22]=[CH:21][C:20]([C:34]4[CH:33]=[CH:32][C:31]([F:30])=[CH:36][C:35]=4[F:37])=[CH:19][C:18]=3[C:24]([F:27])([F:26])[F:25])(=[O:16])=[O:15])[CH2:11][C@@H:10]2[O:28][CH3:29])=[O:8])[CH2:5][CH2:4]1)#[N:2]. The yield is 0.840. (3) The reactants are [Cl:1][C:2]1[CH:3]=[C:4]([CH:30]=O)[C:5]2[C:6]([CH:29]=1)=[N:7][N:8]([CH2:10][C:11]([NH:15][C:16](=[O:28])[C:17]1[CH:22]=[CH:21][C:20]([O:23][C:24]([F:27])([F:26])[F:25])=[CH:19][CH:18]=1)([C:13]#[N:14])[CH3:12])[N:9]=2.[CH3:32][NH:33][CH3:34].[B][B][B][B][B][B][B][B][B][B]. The catalyst is CO. The product is [Cl:1][C:2]1[CH:3]=[C:4]([CH2:30][N:33]([CH3:34])[CH3:32])[C:5]2[C:6]([CH:29]=1)=[N:7][N:8]([CH2:10][C:11]([NH:15][C:16](=[O:28])[C:17]1[CH:22]=[CH:21][C:20]([O:23][C:24]([F:25])([F:26])[F:27])=[CH:19][CH:18]=1)([C:13]#[N:14])[CH3:12])[N:9]=2. The yield is 0.520. (4) The reactants are [NH2:1][C:2]1[CH:9]=[C:8]([O:10][CH3:11])[C:7]([Br:12])=[CH:6][C:3]=1[C:4]#[N:5].[C:13]([O:17][C:18]([NH:20][C@H:21]([CH2:25][CH:26]([CH3:28])[CH3:27])[C:22](O)=[O:23])=[O:19])([CH3:16])([CH3:15])[CH3:14].O=P(Cl)(Cl)Cl. The catalyst is N1C=CC=CC=1. The product is [C:13]([O:17][C:18](=[O:19])[NH:20][C@H:21]([CH2:25][CH:26]([CH3:27])[CH3:28])[C:22]([NH:1][C:2]1[CH:9]=[C:8]([O:10][CH3:11])[C:7]([Br:12])=[CH:6][C:3]=1[C:4]#[N:5])=[O:23])([CH3:16])([CH3:15])[CH3:14]. The yield is 0.670. (5) The reactants are [CH3:1][C:2]1[CH:7]=[CH:6][C:5]([C:8]2[CH:13]=[CH:12][CH:11]=[CH:10][C:9]=2[C:14]#[N:15])=[CH:4][CH:3]=1.[Br:16]([O-])(=O)=O.[Na+].BrBr. The catalyst is N(C(C)(CC)C#N)=NC(C)(CC)C#N.ClC1C=CC=CC=1. The product is [Br:16][CH2:1][C:2]1[CH:3]=[CH:4][C:5]([C:8]2[CH:13]=[CH:12][CH:11]=[CH:10][C:9]=2[C:14]#[N:15])=[CH:6][CH:7]=1. The yield is 0.750. (6) The reactants are [CH2:1]([N:8]1[CH2:13][CH2:12][CH:11]([N:14]([CH:24]([CH3:26])[CH3:25])[C:15](=O)[CH2:16][O:17][CH2:18][CH2:19][CH2:20][CH2:21][OH:22])[CH2:10][CH2:9]1)[C:2]1[CH:7]=[CH:6][CH:5]=[CH:4][CH:3]=1.[H-].[Al+3].[Li+].[H-].[H-].[H-]. The catalyst is C1COCC1. The product is [OH:22][CH2:21][CH2:20][CH2:19][CH2:18][O:17][CH2:16][CH2:15][N:14]([CH:11]1[CH2:10][CH2:9][N:8]([CH2:1][C:2]2[CH:7]=[CH:6][CH:5]=[CH:4][CH:3]=2)[CH2:13][CH2:12]1)[CH:24]([CH3:26])[CH3:25]. The yield is 0.820.